This data is from Peptide-MHC class I binding affinity with 185,985 pairs from IEDB/IMGT. The task is: Regression. Given a peptide amino acid sequence and an MHC pseudo amino acid sequence, predict their binding affinity value. This is MHC class I binding data. (1) The peptide sequence is LMQWWSDYV. The MHC is HLA-A02:12 with pseudo-sequence HLA-A02:12. The binding affinity (normalized) is 1.00. (2) The peptide sequence is AISDPCMGL. The MHC is HLA-A02:01 with pseudo-sequence HLA-A02:01. The binding affinity (normalized) is 0.320. (3) The peptide sequence is LDIQKCGEL. The MHC is HLA-B44:02 with pseudo-sequence HLA-B44:02. The binding affinity (normalized) is 0. (4) The peptide sequence is KTKHLCRLIRG. The MHC is Mamu-A02 with pseudo-sequence Mamu-A02. The binding affinity (normalized) is 0.327.